Task: Predict which catalyst facilitates the given reaction.. Dataset: Catalyst prediction with 721,799 reactions and 888 catalyst types from USPTO (1) Reactant: [CH:1]([C:3]1[O:4][C:5](B(O)O)=[CH:6][CH:7]=1)=[O:2].[CH3:11][CH:12]([NH:14][CH2:15][CH2:16][CH2:17][N:18]1[C:27]([S:28][C:29]2[CH:34]=[C:33]3[O:35][CH2:36][O:37][C:32]3=[CH:31][C:30]=2I)=[N:26][C:20]2[C:21]([NH2:25])=[N:22][CH:23]=[N:24][C:19]1=2)[CH3:13].C([O-])(O)=O.[Na+].CN(C=O)C. Product: [NH2:25][C:21]1[N:22]=[CH:23][N:24]=[C:19]2[C:20]=1[N:26]=[C:27]([S:28][C:29]1[C:30]([C:5]3[O:4][C:3]([CH:1]=[O:2])=[CH:7][CH:6]=3)=[CH:31][C:32]3[O:37][CH2:36][O:35][C:33]=3[CH:34]=1)[N:18]2[CH2:17][CH2:16][CH2:15][NH:14][CH:12]([CH3:11])[CH3:13]. The catalyst class is: 189. (2) Reactant: [F:1][C:2]([C:18]1[CH:27]=[CH:26][C:21]([C:22]([O:24]C)=[O:23])=[CH:20][CH:19]=1)([F:17])[C:3]([NH:5][NH:6][C:7](=[O:16])[C:8]1[CH:13]=[CH:12][CH:11]=[CH:10][C:9]=1[O:14][CH3:15])=[O:4].[OH-].[Na+]. Product: [F:1][C:2]([C:18]1[CH:19]=[CH:20][C:21]([C:22]([OH:24])=[O:23])=[CH:26][CH:27]=1)([F:17])[C:3]([NH:5][NH:6][C:7](=[O:16])[C:8]1[CH:13]=[CH:12][CH:11]=[CH:10][C:9]=1[O:14][CH3:15])=[O:4]. The catalyst class is: 1. (3) Reactant: [Cl:1][C:2]1[C:3]([Cl:16])=[CH:4][C:5]2[CH:6]3[CH2:14][N:13]([CH3:15])[CH2:12][CH2:11][CH:7]3[NH:8][C:9]=2[CH:10]=1.[H-].[Na+].[CH3:19][C:20]1([C:23]2[CH:28]=[CH:27][N:26]=[CH:25][CH:24]=2)[CH2:22][O:21]1. Product: [Cl:1][C:2]1[C:3]([Cl:16])=[CH:4][C:5]2[C:6]3[CH2:14][N:13]([CH3:15])[CH2:12][CH2:11][C:7]=3[N:8]([CH2:19][C:20]([C:23]3[CH:28]=[CH:27][N:26]=[CH:25][CH:24]=3)([OH:21])[CH3:22])[C:9]=2[CH:10]=1. The catalyst class is: 3. (4) Reactant: [CH2:1]([O:8][CH2:9][CH2:10][N:11]1[C:15]2[CH:16]=[CH:17][CH:18]=[CH:19][C:14]=2[N:13]=[CH:12]1)[C:2]1[CH:7]=[CH:6][CH:5]=[CH:4][CH:3]=1.C([Li])CCC.CN([CH:28]=[O:29])C.[NH4+].[Cl-]. Product: [CH2:1]([O:8][CH2:9][CH2:10][N:11]1[C:15]2[CH:16]=[CH:17][CH:18]=[CH:19][C:14]=2[N:13]=[C:12]1[CH:28]=[O:29])[C:2]1[CH:3]=[CH:4][CH:5]=[CH:6][CH:7]=1. The catalyst class is: 1.